Dataset: Peptide-MHC class II binding affinity with 134,281 pairs from IEDB. Task: Regression. Given a peptide amino acid sequence and an MHC pseudo amino acid sequence, predict their binding affinity value. This is MHC class II binding data. (1) The peptide sequence is ILFSYFQDLVITLPF. The MHC is DRB1_0802 with pseudo-sequence DRB1_0802. The binding affinity (normalized) is 0.216. (2) The peptide sequence is VQDPKFWELVDEERK. The MHC is DRB1_0404 with pseudo-sequence DRB1_0404. The binding affinity (normalized) is 0.229.